Dataset: Peptide-MHC class I binding affinity with 185,985 pairs from IEDB/IMGT. Task: Regression. Given a peptide amino acid sequence and an MHC pseudo amino acid sequence, predict their binding affinity value. This is MHC class I binding data. (1) The peptide sequence is VSSVNMVSRL. The MHC is HLA-B58:01 with pseudo-sequence HLA-B58:01. The binding affinity (normalized) is 0.579. (2) The peptide sequence is LTGTFVTAFI. The MHC is HLA-A02:06 with pseudo-sequence HLA-A02:06. The binding affinity (normalized) is 0.443. (3) The peptide sequence is ISKKAKGWF. The MHC is HLA-B51:01 with pseudo-sequence HLA-B51:01. The binding affinity (normalized) is 0. (4) The peptide sequence is DILASIIDY. The MHC is HLA-A26:02 with pseudo-sequence HLA-A26:02. The binding affinity (normalized) is 0.594. (5) The peptide sequence is AVDLSHFLK. The MHC is HLA-A02:06 with pseudo-sequence HLA-A02:06. The binding affinity (normalized) is 0.00797.